This data is from Reaction yield outcomes from USPTO patents with 853,638 reactions. The task is: Predict the reaction yield, written as a fraction of the theoretical maximum amount of product (1.0 means a 100% yield; for example, 0.34 means a 34% yield). The reactants are [C:1]([C:3]1[C:4]([CH3:13])=[C:5]([CH:10]=[CH:11][CH:12]=1)[C:6]([O:8][CH3:9])=[O:7])#[N:2].C1C(=O)N([Br:21])C(=O)C1. The catalyst is ClC(Cl)(Cl)Cl.N(C(C)(C)C#N)=NC(C)(C)C#N. The product is [Br:21][CH2:13][C:4]1[C:3]([C:1]#[N:2])=[CH:12][CH:11]=[CH:10][C:5]=1[C:6]([O:8][CH3:9])=[O:7]. The yield is 0.980.